Task: Regression/Classification. Given a drug SMILES string, predict its toxicity properties. Task type varies by dataset: regression for continuous values (e.g., LD50, hERG inhibition percentage) or binary classification for toxic/non-toxic outcomes (e.g., AMES mutagenicity, cardiotoxicity, hepatotoxicity). Dataset: ld50_zhu.. Dataset: Acute oral toxicity (LD50) regression data from Zhu et al. (1) The compound is N=C1C=C(Br)C(=O)c2c(N)cc(Br)c(O)c21. The rat oral LD50 is 2.16, given as -log10 of the dose in mol/kg body weight (higher means more acutely toxic). (2) The compound is O=CNc1ccc(Cl)cc1. The rat oral LD50 is 2.32, given as -log10 of the dose in mol/kg body weight (higher means more acutely toxic). (3) The drug is COc1ccccc1NC(=O)CC(=O)c1ccccc1. The rat oral LD50 is 2.23, given as -log10 of the dose in mol/kg body weight (higher means more acutely toxic). (4) The compound is CON=C(C)C(=NOC(=O)N(C)SN(C)C(=O)Oc1cccc2c1OC(C)(C)C2)C(=O)N(C)C. The rat oral LD50 is 4.70, given as -log10 of the dose in mol/kg body weight (higher means more acutely toxic). (5) The drug is CCOP(O)(=S)CC. The rat oral LD50 is 2.41, given as -log10 of the dose in mol/kg body weight (higher means more acutely toxic). (6) The compound is CN(C)C(CSS(=O)(=O)c1ccccc1)CSS(=O)(=O)c1ccccc1. The rat oral LD50 is 2.59, given as -log10 of the dose in mol/kg body weight (higher means more acutely toxic). (7) The molecule is Nc1cc(N)cc(C(F)(F)F)c1. The rat oral LD50 is 2.67, given as -log10 of the dose in mol/kg body weight (higher means more acutely toxic). (8) The drug is CCCSP(=S)(OC)SCCC. The rat oral LD50 is 4.18, given as -log10 of the dose in mol/kg body weight (higher means more acutely toxic). (9) The molecule is O=C(O)c1ccncc1. The rat oral LD50 is 1.39, given as -log10 of the dose in mol/kg body weight (higher means more acutely toxic).